Task: Predict the product of the given reaction.. Dataset: Forward reaction prediction with 1.9M reactions from USPTO patents (1976-2016) Given the reactants [CH2:1]([O:3][C:4](=[O:12])[C:5]([C:7]1[CH2:11][CH2:10][O:9][CH:8]=1)=[O:6])[CH3:2].[Br:13]N1C(=O)CCC1=O.[O:21]1[CH2:25]CCC1, predict the reaction product. The product is: [CH2:1]([O:3][C:4](=[O:12])[C:5]([C:7]1([Br:13])[CH2:11][CH2:10][O:9][CH:8]1[O:21][CH3:25])=[O:6])[CH3:2].